From a dataset of Reaction yield outcomes from USPTO patents with 853,638 reactions. Predict the reaction yield, written as a fraction of the theoretical maximum amount of product (1.0 means a 100% yield; for example, 0.34 means a 34% yield). (1) The reactants are C(O[C:4](=[O:9])[C:5]([F:8])([F:7])[F:6])C.[NH2:10][CH2:11][CH2:12][NH:13][CH2:14][CH2:15][NH2:16]. The catalyst is C1COCC1. The product is [NH:13]([CH2:14][CH2:15][NH:16][C:4](=[O:9])[C:5]([F:6])([F:7])[F:8])[CH2:12][CH2:11][NH:10][C:4](=[O:9])[C:5]([F:8])([F:7])[F:6]. The yield is 0.890. (2) The reactants are [CH2:1]([O:8][CH2:9][CH2:10][CH2:11][C@@H:12]1[CH2:16][CH2:15][N:14](C(OC(C)(C)C)=O)[CH2:13]1)[C:2]1[CH:7]=[CH:6][CH:5]=[CH:4][CH:3]=1.C(O)(C(F)(F)F)=O. The catalyst is C(Cl)Cl. The product is [CH2:1]([O:8][CH2:9][CH2:10][CH2:11][C@@H:12]1[CH2:16][CH2:15][NH:14][CH2:13]1)[C:2]1[CH:7]=[CH:6][CH:5]=[CH:4][CH:3]=1. The yield is 0.990. (3) The product is [Br:8][C:14]1[CH:13]=[C:12]2[C:17](=[C:16]([C:18]([O:20][CH2:21][CH3:22])=[O:19])[CH:15]=1)[NH:9][CH2:10][CH2:11]2. The reactants are C1C(=O)N([Br:8])C(=O)C1.[N:9]1(C(OC(C)(C)C)=O)[C:17]2[C:12](=[CH:13][CH:14]=[CH:15][C:16]=2[C:18]([O:20][CH2:21][CH3:22])=[O:19])[CH2:11][CH2:10]1.C(O)(C(F)(F)F)=O.[OH-].[Na+]. The catalyst is C(Cl)Cl. The yield is 0.990. (4) The reactants are Cl.[O:2]1CCO[CH:3]1[C:7]1[CH:16]=[CH:15][CH:14]=[C:13]2[C:8]=1[CH2:9][CH2:10][C:11](=[O:23])[N:12]2[C:17]1[CH:22]=[CH:21][CH:20]=[CH:19][CH:18]=1. The catalyst is C1COCC1. The product is [C:17]1([N:12]2[C:13]3[CH:14]=[CH:15][CH:16]=[C:7]([CH:3]=[O:2])[C:8]=3[CH2:9][CH2:10][C:11]2=[O:23])[CH:18]=[CH:19][CH:20]=[CH:21][CH:22]=1. The yield is 0.870. (5) The reactants are C1N=[CH:4][N:3]([C:6]([N:8]2[CH:12]=[N:11][CH:10]=[CH:9]2)=[O:7])C=1.CN.Cl.N1CC(N2[CH:24]=[C:23]([C:25]3[C:33]4[C:28](=[CH:29][C:30]([F:34])=[CH:31][CH:32]=4)[N:27]([S:35]([C:38]4[CH:43]=[CH:42][CH:41]=[CH:40][CH:39]=4)(=[O:37])=[O:36])[CH:26]=3)[CH:22]=[N:21]2)C1.CCN(CC)CC. The catalyst is C1COCC1. The product is [F:34][C:30]1[CH:29]=[C:28]2[C:33]([C:25]([C:23]3[CH:22]=[N:21][N:11]([CH:10]4[CH2:9][N:8]([C:6]([NH:3][CH3:4])=[O:7])[CH2:12]4)[CH:24]=3)=[CH:26][N:27]2[S:35]([C:38]2[CH:43]=[CH:42][CH:41]=[CH:40][CH:39]=2)(=[O:37])=[O:36])=[CH:32][CH:31]=1. The yield is 1.00.